This data is from Reaction yield outcomes from USPTO patents with 853,638 reactions. The task is: Predict the reaction yield, written as a fraction of the theoretical maximum amount of product (1.0 means a 100% yield; for example, 0.34 means a 34% yield). (1) The reactants are ClC1C2C(=CC(C)=CC=2)N=C(C(F)(F)C2C=CC(F)=CC=2)N=1.[F:23][C:24]([F:44])([C:37]1[CH:42]=[CH:41][C:40]([F:43])=[CH:39][CH:38]=1)[C:25]1[N:34]=[C:33]([OH:35])[C:32]2[C:27](=[CH:28][C:29](C)=[CH:30][CH:31]=2)[N:26]=1. No catalyst specified. The product is [F:44][C:24]([F:23])([C:37]1[CH:42]=[CH:41][C:40]([F:43])=[CH:39][CH:38]=1)[C:25]1[N:34]=[C:33]([OH:35])[C:32]2[C:27](=[CH:28][CH:29]=[CH:30][CH:31]=2)[N:26]=1. The yield is 0.950. (2) The catalyst is C1COCC1. The product is [Cl:18][C:15]1[CH:16]=[CH:17][C:12]([S:9]([N:8]([C:7]2[C:2]([CH:35]([C:34]3[C:37]([O:41][CH3:42])=[CH:38][CH:39]=[CH:40][C:33]=3[F:32])[OH:36])=[N:3][CH:4]=[C:5]([CH3:26])[CH:6]=2)[CH2:23][O:24][CH3:25])(=[O:11])=[O:10])=[CH:13][C:14]=1[C:19]([F:22])([F:21])[F:20]. The reactants are Br[C:2]1[C:7]([N:8]([CH2:23][O:24][CH3:25])[S:9]([C:12]2[CH:17]=[CH:16][C:15]([Cl:18])=[C:14]([C:19]([F:22])([F:21])[F:20])[CH:13]=2)(=[O:11])=[O:10])=[CH:6][C:5]([CH3:26])=[CH:4][N:3]=1.C([Mg]Cl)(C)C.[F:32][C:33]1[CH:40]=[CH:39][CH:38]=[C:37]([O:41][CH3:42])[C:34]=1[CH:35]=[O:36]. The yield is 0.600. (3) The reactants are C(Cl)(=O)C(Cl)=O.[C:7]([OH:13])(=O)[CH2:8][CH2:9][CH:10]=[CH2:11].[NH2:14][C:15]1[CH:20]=[CH:19][CH:18]=[CH:17][CH:16]=1. The catalyst is C(Cl)Cl.CN(C=O)C. The product is [C:15]1([NH:14][C:7](=[O:13])[CH2:8][CH2:9][CH:10]=[CH2:11])[CH:20]=[CH:19][CH:18]=[CH:17][CH:16]=1. The yield is 0.510.